Dataset: Peptide-MHC class II binding affinity with 134,281 pairs from IEDB. Task: Regression. Given a peptide amino acid sequence and an MHC pseudo amino acid sequence, predict their binding affinity value. This is MHC class II binding data. (1) The peptide sequence is LVGPTPVNIIGRDLLTQIGC. The MHC is HLA-DQA10501-DQB10301 with pseudo-sequence HLA-DQA10501-DQB10301. The binding affinity (normalized) is 0.221. (2) The peptide sequence is TGRGKPGIYRFVAPGERPSG. The MHC is DRB1_1501 with pseudo-sequence DRB1_1501. The binding affinity (normalized) is 0.791.